This data is from Peptide-MHC class II binding affinity with 134,281 pairs from IEDB. The task is: Regression. Given a peptide amino acid sequence and an MHC pseudo amino acid sequence, predict their binding affinity value. This is MHC class II binding data. The peptide sequence is GERQIVDKIDAAFKI. The MHC is DRB1_0101 with pseudo-sequence DRB1_0101. The binding affinity (normalized) is 0.565.